Dataset: Forward reaction prediction with 1.9M reactions from USPTO patents (1976-2016). Task: Predict the product of the given reaction. (1) Given the reactants [C:1]([C:3]1[CH:8]=[CH:7][CH:6]=[CH:5][C:4]=1[C:9]1[CH:14]=[CH:13][C:12]([CH2:15][CH:16]([C:22](=O)[CH2:23][CH2:24][CH3:25])[C:17](OCC)=[O:18])=[CH:11][CH:10]=1)#[N:2].[O:27]1[CH2:32][CH2:31][CH:30]([NH:33][C:34]2[NH:38][CH:37]=[N:36][N:35]=2)[CH2:29][CH2:28]1, predict the reaction product. The product is: [O:18]=[C:17]1[C:16]([CH2:15][C:12]2[CH:13]=[CH:14][C:9]([C:4]3[C:3]([C:1]#[N:2])=[CH:8][CH:7]=[CH:6][CH:5]=3)=[CH:10][CH:11]=2)=[C:22]([CH2:23][CH2:24][CH3:25])[N:35]2[N:36]=[CH:37][N:38]=[C:34]2[N:33]1[CH:30]1[CH2:29][CH2:28][O:27][CH2:32][CH2:31]1. (2) Given the reactants C(OC(=O)[N:7]([CH2:12][C:13]1[CH:14]=[N:15][C:16]([C:19]2[S:27][C:26]3[C:21](=[N:22][CH:23]=[CH:24][C:25]=3[O:28][C:29]3[CH:34]=[CH:33][C:32]([NH:35][C:36]([NH:38][C:39]4[CH:44]=[CH:43][CH:42]=[C:41]([P:45]([CH3:48])([CH3:47])=[O:46])[CH:40]=4)=[O:37])=[CH:31][C:30]=3[F:49])[CH:20]=2)=[CH:17][CH:18]=1)[CH2:8][CH2:9][O:10][CH3:11])(C)(C)C.FC(F)(F)C(O)=O, predict the reaction product. The product is: [CH3:48][P:45]([C:41]1[CH:40]=[C:39]([NH:38][C:36]([NH:35][C:32]2[CH:33]=[CH:34][C:29]([O:28][C:25]3[CH:24]=[CH:23][N:22]=[C:21]4[CH:20]=[C:19]([C:16]5[CH:17]=[CH:18][C:13]([CH2:12][NH:7][CH2:8][CH2:9][O:10][CH3:11])=[CH:14][N:15]=5)[S:27][C:26]=34)=[C:30]([F:49])[CH:31]=2)=[O:37])[CH:44]=[CH:43][CH:42]=1)([CH3:47])=[O:46]. (3) Given the reactants [NH2:1][C:2]1[C:7]([C:8]2[CH:16]=[CH:15][C:11]([C:12]([OH:14])=O)=[C:10]([F:17])[CH:9]=2)=[CH:6][C:5]([CH:18]2[CH2:23][CH2:22][O:21][CH2:20][CH2:19]2)=[CH:4][N:3]=1.[CH3:24][C:25]1[N:30]=[C:29]([CH2:31][NH2:32])[CH:28]=[CH:27][CH:26]=1.CCN(C(C)C)C(C)C.C1CN([P+](ON2N=NC3C=CC=CC2=3)(N2CCCC2)N2CCCC2)CC1.F[P-](F)(F)(F)(F)F, predict the reaction product. The product is: [NH2:1][C:2]1[C:7]([C:8]2[CH:16]=[CH:15][C:11]([C:12]([NH:32][CH2:31][C:29]3[CH:28]=[CH:27][CH:26]=[C:25]([CH3:24])[N:30]=3)=[O:14])=[C:10]([F:17])[CH:9]=2)=[CH:6][C:5]([CH:18]2[CH2:23][CH2:22][O:21][CH2:20][CH2:19]2)=[CH:4][N:3]=1.